Task: Predict the product of the given reaction.. Dataset: Forward reaction prediction with 1.9M reactions from USPTO patents (1976-2016) Given the reactants [F:1][C:2]1[C:35]([F:36])=[CH:34][CH:33]=[CH:32][C:3]=1[CH2:4][S:5][C:6]1[N:11]=[C:10]([NH:12][S:13]([N:16]2[CH2:21][CH2:20][N:19](C(OC(C)(C)C)=O)[CH2:18][C@H:17]2C)(=[O:15])=[O:14])[CH:9]=[C:8]([O:30][CH3:31])[N:7]=1.C(O)(C(F)(F)F)=O, predict the reaction product. The product is: [NH2:19][C@@H:20]1[CH2:18][CH2:17][N:16]([S:13]([NH:12][C:10]2[CH:9]=[C:8]([O:30][CH3:31])[N:7]=[C:6]([S:5][CH2:4][C:3]3[CH:32]=[CH:33][CH:34]=[C:35]([F:36])[C:2]=3[F:1])[N:11]=2)(=[O:15])=[O:14])[CH2:21]1.